From a dataset of Reaction yield outcomes from USPTO patents with 853,638 reactions. Predict the reaction yield, written as a fraction of the theoretical maximum amount of product (1.0 means a 100% yield; for example, 0.34 means a 34% yield). (1) The reactants are C([O:4][C:5]1[CH:6]=[C:7]([CH:29]=[CH:30][C:31]=1[CH3:32])[NH:8][C:9]1[C:18]2[C:13](=[CH:14][C:15]([O:21][CH2:22][C:23]3[CH:28]=[CH:27][N:26]=[CH:25][CH:24]=3)=[C:16]([O:19][CH3:20])[CH:17]=2)[N:12]=[CH:11][N:10]=1)(=O)C.[OH-].[Na+].C(Cl)[Cl:36]. The catalyst is CO. The product is [ClH:36].[OH:4][C:5]1[CH:6]=[C:7]([CH:29]=[CH:30][C:31]=1[CH3:32])[NH:8][C:9]1[C:18]2[C:13](=[CH:14][C:15]([O:21][CH2:22][C:23]3[CH:28]=[CH:27][N:26]=[CH:25][CH:24]=3)=[C:16]([O:19][CH3:20])[CH:17]=2)[N:12]=[CH:11][N:10]=1. The yield is 0.870. (2) The reactants are [Br:1][C:2]1[C:7]([F:8])=[C:6]([Cl:9])[CH:5]=[CH:4][C:3]=1[C:10]([OH:22])=[C:11](C(OCC)=O)C(OCC)=O. The catalyst is CC(O)=O.O.OS(O)(=O)=O. The product is [Br:1][C:2]1[C:7]([F:8])=[C:6]([Cl:9])[CH:5]=[CH:4][C:3]=1[C:10](=[O:22])[CH3:11]. The yield is 0.840. (3) The yield is 0.880. The catalyst is C(Cl)Cl. The product is [Br:1][C:2]1[CH:3]=[C:4]([S:8]([N:16]2[CH2:17][CH2:18][N:13]([CH3:12])[CH2:14][CH2:15]2)(=[O:10])=[O:9])[CH:5]=[CH:6][CH:7]=1. The reactants are [Br:1][C:2]1[CH:3]=[C:4]([S:8](Cl)(=[O:10])=[O:9])[CH:5]=[CH:6][CH:7]=1.[CH3:12][N:13]1[CH2:18][CH2:17][NH:16][CH2:15][CH2:14]1.CCN(CC)CC. (4) The reactants are CN1C(=O)N(C)CC1.[Br:9][C:10]1[CH:16]=[C:15]([C:17]([F:29])([C:22]([F:28])([F:27])[C:23]([F:26])([F:25])[F:24])[C:18]([F:21])([F:20])[F:19])[CH:14]=[C:13]([Br:30])[C:11]=1[NH2:12].[Cl:31][C:32]1[C:40]([N+:41]([O-:43])=[O:42])=[CH:39][CH:38]=[CH:37][C:33]=1[C:34](Cl)=[O:35].O. The catalyst is C(OCC)(=O)C. The product is [Cl:31][C:32]1[C:40]([N+:41]([O-:43])=[O:42])=[CH:39][CH:38]=[CH:37][C:33]=1[C:34]([NH:12][C:11]1[C:10]([Br:9])=[CH:16][C:15]([C:17]([F:29])([C:22]([F:27])([F:28])[C:23]([F:24])([F:25])[F:26])[C:18]([F:19])([F:20])[F:21])=[CH:14][C:13]=1[Br:30])=[O:35]. The yield is 0.400. (5) The reactants are C1(P(C2C=CC=CC=2)C2C=CC=CC=2)C=CC=CC=1.[C-:20]#[N:21].[Na+].[NH2:23][C:24]1[CH:29]=[CH:28][C:27](Br)=[CH:26][N:25]=1. The catalyst is C(#N)C.C(OCC)(=O)C.[Ni](Br)Br.[Zn]. The product is [NH2:23][C:24]1[CH:29]=[CH:28][C:27]([C:20]#[N:21])=[CH:26][N:25]=1. The yield is 0.420. (6) The reactants are [CH3:1][NH:2][S:3]([CH:6]1[CH2:10][CH2:9][N:8](C(OCC2C=CC=CC=2)=O)[CH2:7]1)(=[O:5])=[O:4]. The catalyst is CO.[Pd]. The product is [CH3:1][NH:2][S:3]([CH:6]1[CH2:10][CH2:9][NH:8][CH2:7]1)(=[O:5])=[O:4]. The yield is 0.970.